Dataset: Peptide-MHC class I binding affinity with 185,985 pairs from IEDB/IMGT. Task: Regression. Given a peptide amino acid sequence and an MHC pseudo amino acid sequence, predict their binding affinity value. This is MHC class I binding data. (1) The peptide sequence is AYRIKQRGIL. The MHC is HLA-B08:01 with pseudo-sequence HLA-B08:01. The binding affinity (normalized) is 0.400. (2) The peptide sequence is VFNGTSWFI. The MHC is HLA-A30:02 with pseudo-sequence HLA-A30:02. The binding affinity (normalized) is 0. (3) The peptide sequence is SYINRTGTF. The MHC is HLA-A31:01 with pseudo-sequence HLA-A31:01. The binding affinity (normalized) is 0.0847. (4) The peptide sequence is GYVVSNFEGV. The MHC is HLA-A26:01 with pseudo-sequence HLA-A26:01. The binding affinity (normalized) is 0. (5) The peptide sequence is WQQWDRQSL. The MHC is HLA-B57:01 with pseudo-sequence HLA-B57:01. The binding affinity (normalized) is 0.0847. (6) The MHC is HLA-B40:01 with pseudo-sequence HLA-B40:01. The peptide sequence is IYSAEFKNY. The binding affinity (normalized) is 0.0847. (7) The peptide sequence is TSTLIFFVI. The MHC is Mamu-A01 with pseudo-sequence Mamu-A01. The binding affinity (normalized) is 0.607. (8) The peptide sequence is FRERYSYKF. The MHC is Mamu-B17 with pseudo-sequence Mamu-B17. The binding affinity (normalized) is 0.499. (9) The peptide sequence is MTMRRRLFK. The MHC is HLA-A26:01 with pseudo-sequence HLA-A26:01. The binding affinity (normalized) is 0.0847.